This data is from NCI-60 drug combinations with 297,098 pairs across 59 cell lines. The task is: Regression. Given two drug SMILES strings and cell line genomic features, predict the synergy score measuring deviation from expected non-interaction effect. (1) Drug 1: CN(C)C1=NC(=NC(=N1)N(C)C)N(C)C. Drug 2: CCCCCOC(=O)NC1=NC(=O)N(C=C1F)C2C(C(C(O2)C)O)O. Cell line: UACC62. Synergy scores: CSS=-1.69, Synergy_ZIP=0.346, Synergy_Bliss=-0.965, Synergy_Loewe=-1.54, Synergy_HSA=-2.00. (2) Drug 1: CC=C1C(=O)NC(C(=O)OC2CC(=O)NC(C(=O)NC(CSSCCC=C2)C(=O)N1)C(C)C)C(C)C. Drug 2: CNC(=O)C1=NC=CC(=C1)OC2=CC=C(C=C2)NC(=O)NC3=CC(=C(C=C3)Cl)C(F)(F)F. Cell line: BT-549. Synergy scores: CSS=38.5, Synergy_ZIP=1.92, Synergy_Bliss=0.197, Synergy_Loewe=-40.8, Synergy_HSA=-2.58. (3) Drug 1: CCC1=CC2CC(C3=C(CN(C2)C1)C4=CC=CC=C4N3)(C5=C(C=C6C(=C5)C78CCN9C7C(C=CC9)(C(C(C8N6C)(C(=O)OC)O)OC(=O)C)CC)OC)C(=O)OC.C(C(C(=O)O)O)(C(=O)O)O. Drug 2: CC(C1=C(C=CC(=C1Cl)F)Cl)OC2=C(N=CC(=C2)C3=CN(N=C3)C4CCNCC4)N. Cell line: NCI-H522. Synergy scores: CSS=56.8, Synergy_ZIP=-0.520, Synergy_Bliss=0.0290, Synergy_Loewe=-11.5, Synergy_HSA=0.372. (4) Drug 1: CC(C)(C#N)C1=CC(=CC(=C1)CN2C=NC=N2)C(C)(C)C#N. Drug 2: COC1=NC(=NC2=C1N=CN2C3C(C(C(O3)CO)O)O)N. Cell line: RPMI-8226. Synergy scores: CSS=-8.92, Synergy_ZIP=6.99, Synergy_Bliss=5.30, Synergy_Loewe=-9.14, Synergy_HSA=-8.85. (5) Drug 1: CC1=C(C(=O)C2=C(C1=O)N3CC4C(C3(C2COC(=O)N)OC)N4)N. Drug 2: C(CN)CNCCSP(=O)(O)O. Cell line: SK-MEL-5. Synergy scores: CSS=61.6, Synergy_ZIP=-1.57, Synergy_Bliss=-2.84, Synergy_Loewe=-57.4, Synergy_HSA=-3.12. (6) Drug 1: CC1=C2C(C(=O)C3(C(CC4C(C3C(C(C2(C)C)(CC1OC(=O)C(C(C5=CC=CC=C5)NC(=O)OC(C)(C)C)O)O)OC(=O)C6=CC=CC=C6)(CO4)OC(=O)C)OC)C)OC. Drug 2: B(C(CC(C)C)NC(=O)C(CC1=CC=CC=C1)NC(=O)C2=NC=CN=C2)(O)O. Cell line: SF-539. Synergy scores: CSS=59.4, Synergy_ZIP=14.3, Synergy_Bliss=13.8, Synergy_Loewe=7.51, Synergy_HSA=14.3.